From a dataset of Forward reaction prediction with 1.9M reactions from USPTO patents (1976-2016). Predict the product of the given reaction. Given the reactants [F:1][CH:2]([F:21])[O:3][C:4]1[CH:20]=[CH:19][C:7]2[N:8]=[C:9]([NH:11][C:12]([N:14]3[CH:18]=[CH:17]N=C3)=S)[S:10][C:6]=2[CH:5]=1.C([N:24]([CH2:27]C)CC)C.C(N=C=NC(C)C)(C)C.[C:38]1(C)C=[CH:42][CH:41]=[CH:40][CH:39]=1.CN(C)C=[O:48], predict the reaction product. The product is: [F:21][CH:2]([F:1])[O:3][C:4]1[CH:20]=[CH:19][C:7]2[N:8]=[C:9]([NH:11][C:12]3[O:48][C@:17]4([CH2:18][N:14]=3)[CH:40]3[CH2:41][CH2:42][N:24]([CH2:38][CH2:39]3)[CH2:27]4)[S:10][C:6]=2[CH:5]=1.